From a dataset of Full USPTO retrosynthesis dataset with 1.9M reactions from patents (1976-2016). Predict the reactants needed to synthesize the given product. (1) Given the product [C:12]([O:16][CH:17]([C:22]1[N:26]([CH3:27])[N:25]=[C:24]([C:28]2[CH2:33][CH2:32][CH2:31][CH:30]([OH:34])[CH:29]=2)[C:23]=1[C:35]1[CH:36]=[CH:37][C:38]2[O:43][CH2:42][CH2:41][CH2:40][C:39]=2[CH:44]=1)[C:18]([O:20][CH3:21])=[O:19])([CH3:15])([CH3:13])[CH3:14], predict the reactants needed to synthesize it. The reactants are: O.O.O.O.O.O.O.[Cl-].[Ce+3].[Cl-].[Cl-].[C:12]([O:16][CH:17]([C:22]1[N:26]([CH3:27])[N:25]=[C:24]([C:28]2[CH2:33][CH2:32][CH2:31][C:30](=[O:34])[CH:29]=2)[C:23]=1[C:35]1[CH:36]=[CH:37][C:38]2[O:43][CH2:42][CH2:41][CH2:40][C:39]=2[CH:44]=1)[C:18]([O:20][CH3:21])=[O:19])([CH3:15])([CH3:14])[CH3:13].[BH4-].[Na+]. (2) The reactants are: Br[C:2]1[CH:3]=[N:4][C:5]2[NH:11][CH2:10][CH2:9][CH2:8][N:7]([CH2:12][C:13]3[C:18]([F:19])=[CH:17][CH:16]=[C:15]([F:20])[C:14]=3[Cl:21])[C:6]=2[N:22]=1.[CH3:23][NH:24][C:25]1[N:34]=[CH:33][C:32]2[C:27](=[CH:28][CH:29]=[C:30](B3OC(C)(C)C(C)(C)O3)[CH:31]=2)[N:26]=1. Given the product [Cl:21][C:14]1[C:15]([F:20])=[CH:16][CH:17]=[C:18]([F:19])[C:13]=1[CH2:12][N:7]1[CH2:8][CH2:9][CH2:10][NH:11][C:5]2[N:4]=[CH:3][C:2]([C:30]3[CH:31]=[C:32]4[C:27](=[CH:28][CH:29]=3)[N:26]=[C:25]([NH:24][CH3:23])[N:34]=[CH:33]4)=[N:22][C:6]1=2, predict the reactants needed to synthesize it. (3) Given the product [Si:1]([O:8][CH2:9][C:10]1[CH:11]=[C:12]2[C:17](=[N:18][C:19]=1[CH:20]([O:21][CH3:22])[O:23][CH3:24])[N:16]([C:25]([NH:34][C:35]1[CH:42]=[C:41]([N:43]3[CH2:48][CH2:47][O:46][CH:45]([CH2:49][N:50]([CH3:52])[CH3:51])[CH2:44]3)[C:38]([C:39]#[N:40])=[CH:37][N:36]=1)=[O:26])[CH2:15][CH2:14][CH2:13]2)([C:4]([CH3:5])([CH3:6])[CH3:7])([CH3:2])[CH3:3], predict the reactants needed to synthesize it. The reactants are: [Si:1]([O:8][CH2:9][C:10]1[CH:11]=[C:12]2[C:17](=[N:18][C:19]=1[CH:20]([O:23][CH3:24])[O:21][CH3:22])[N:16]([C:25](OC1C=CC=CC=1)=[O:26])[CH2:15][CH2:14][CH2:13]2)([C:4]([CH3:7])([CH3:6])[CH3:5])([CH3:3])[CH3:2].[NH2:34][C:35]1[CH:42]=[C:41]([N:43]2[CH2:48][CH2:47][O:46][CH:45]([CH2:49][N:50]([CH3:52])[CH3:51])[CH2:44]2)[C:38]([C:39]#[N:40])=[CH:37][N:36]=1.[Li+].C[Si]([N-][Si](C)(C)C)(C)C.CC1CCCCC1.[NH4+].[Cl-]. (4) Given the product [CH3:13][O:14][C:15](=[O:31])[CH:16]([C:21]1[CH:26]=[C:25]([NH:10][C:6]2[CH:7]=[CH:8][CH:9]=[C:4]([N+:1]([O-:3])=[O:2])[CH:5]=2)[CH:24]=[CH:23][C:22]=1[N+:28]([O-:30])=[O:29])[C:17]([O:19][CH3:20])=[O:18], predict the reactants needed to synthesize it. The reactants are: [N+:1]([C:4]1[CH:5]=[C:6]([NH2:10])[CH:7]=[CH:8][CH:9]=1)([O-:3])=[O:2].[H-].[Na+].[CH3:13][O:14][C:15](=[O:31])[CH:16]([C:21]1[CH:26]=[C:25](F)[CH:24]=[CH:23][C:22]=1[N+:28]([O-:30])=[O:29])[C:17]([O:19][CH3:20])=[O:18].[NH4+].[Cl-]. (5) Given the product [I:13][C:14]1[C:22]2[C:17](=[CH:18][CH:19]=[CH:20][C:21]=2[N+:23]([O-:25])=[O:24])[N:16]([CH2:28][CH2:29][C:30]2[CH:35]=[CH:34][CH:33]=[CH:32][N:31]=2)[N:15]=1, predict the reactants needed to synthesize it. The reactants are: C(N=C(N(C)C)N(C)C)(C)(C)C.[I:13][C:14]1[C:22]2[C:17](=[CH:18][CH:19]=[CH:20][C:21]=2[N+:23]([O-:25])=[O:24])[NH:16][N:15]=1.Br.Br[CH2:28][CH2:29][C:30]1[CH:35]=[CH:34][CH:33]=[CH:32][N:31]=1.